The task is: Regression. Given two drug SMILES strings and cell line genomic features, predict the synergy score measuring deviation from expected non-interaction effect.. This data is from NCI-60 drug combinations with 297,098 pairs across 59 cell lines. (1) Synergy scores: CSS=1.25, Synergy_ZIP=1.34, Synergy_Bliss=7.12, Synergy_Loewe=-1.44, Synergy_HSA=0.542. Drug 2: COC1=NC(=NC2=C1N=CN2C3C(C(C(O3)CO)O)O)N. Drug 1: CN(C)C1=NC(=NC(=N1)N(C)C)N(C)C. Cell line: ACHN. (2) Drug 1: CC1=C(C=C(C=C1)C(=O)NC2=CC(=CC(=C2)C(F)(F)F)N3C=C(N=C3)C)NC4=NC=CC(=N4)C5=CN=CC=C5. Cell line: TK-10. Drug 2: CC(C)CN1C=NC2=C1C3=CC=CC=C3N=C2N. Synergy scores: CSS=2.03, Synergy_ZIP=-0.366, Synergy_Bliss=-1.10, Synergy_Loewe=-0.516, Synergy_HSA=-0.510. (3) Drug 1: COC1=C(C=C2C(=C1)N=CN=C2NC3=CC(=C(C=C3)F)Cl)OCCCN4CCOCC4. Drug 2: CC1=CC2C(CCC3(C2CCC3(C(=O)C)OC(=O)C)C)C4(C1=CC(=O)CC4)C. Cell line: NCI-H460. Synergy scores: CSS=27.7, Synergy_ZIP=0.471, Synergy_Bliss=6.93, Synergy_Loewe=-12.0, Synergy_HSA=6.95.